This data is from Full USPTO retrosynthesis dataset with 1.9M reactions from patents (1976-2016). The task is: Predict the reactants needed to synthesize the given product. (1) The reactants are: [OH:1][CH2:2][CH2:3][CH2:4][N:5]1[CH2:10][CH2:9][CH2:8][CH2:7][CH2:6]1.[Na].Cl[C:13]1[CH:18]=[C:17]([C:19]2[CH:24]=[CH:23][C:22]([O:25][CH2:26][CH2:27][CH2:28][N:29]3[CH2:34][CH2:33][CH2:32][C@H:31]([CH3:35])[CH2:30]3)=[CH:21][CH:20]=2)[CH:16]=[CH:15][N:14]=1. Given the product [N:5]1([CH2:4][CH2:3][CH2:2][O:1][C:15]2[CH:16]=[C:17]([C:19]3[CH:20]=[CH:21][C:22]([O:25][CH2:26][CH2:27][CH2:28][N:29]4[CH2:34][CH2:33][CH2:32][C@H:31]([CH3:35])[CH2:30]4)=[CH:23][CH:24]=3)[CH:18]=[CH:13][N:14]=2)[CH2:10][CH2:9][CH2:8][CH2:7][CH2:6]1, predict the reactants needed to synthesize it. (2) The reactants are: [F:1][C:2]([F:22])([F:21])[C:3]([NH:5][CH2:6][CH2:7][CH2:8][CH2:9][NH:10][CH2:11][C:12]1[N:17]2[CH:18]=[CH:19][N:20]=[C:16]2[CH:15]=[CH:14][CH:13]=1)=[O:4].[CH2:23]=O. Given the product [F:22][C:2]([F:21])([F:1])[C:3]([NH:5][CH2:6][CH2:7][CH2:8][CH2:9][N:10]1[CH2:11][C:12]2[N:17]3[C:18](=[CH:19][N:20]=[C:16]3[CH:15]=[CH:14][CH:13]=2)[CH2:23]1)=[O:4], predict the reactants needed to synthesize it. (3) The reactants are: [C@H:1]12[CH2:6][C@H:5]1[CH2:4][NH:3][C@@H:2]2[CH2:7][NH:8][C:9]([C:11]1[N:18]2[C:14]([S:15][CH:16]=[CH:17]2)=[N:13][C:12]=1[CH3:19])=[O:10].[S:20]1[CH:24]=[CH:23][CH:22]=[C:21]1[C:25]1[CH:33]=[CH:32][CH:31]=[CH:30][C:26]=1[C:27](O)=[O:28]. Given the product [S:20]1[CH:24]=[CH:23][CH:22]=[C:21]1[C:25]1[CH:33]=[CH:32][CH:31]=[CH:30][C:26]=1[C:27]([N:3]1[CH2:4][C@H:5]2[C@H:1]([CH2:6]2)[C@H:2]1[CH2:7][NH:8][C:9]([C:11]1[N:18]2[C:14]([S:15][CH:16]=[CH:17]2)=[N:13][C:12]=1[CH3:19])=[O:10])=[O:28], predict the reactants needed to synthesize it. (4) Given the product [C:30]([O:34][C:35](=[O:36])[NH:37][C:38]1[N:43]=[CH:42][C:41]([C:2]2[N:3]=[C:4]([N:24]3[CH2:29][CH2:28][O:27][CH2:26][CH2:25]3)[C:5]3[N:11]=[CH:10][C:9]([C:12]4[CH:23]=[CH:22][C:15]([C:16](=[O:17])[NH:18][CH:19]5[CH2:21][CH2:20]5)=[CH:14][CH:13]=4)=[CH:8][C:6]=3[N:7]=2)=[CH:40][N:39]=1)([CH3:33])([CH3:31])[CH3:32], predict the reactants needed to synthesize it. The reactants are: Cl[C:2]1[N:3]=[C:4]([N:24]2[CH2:29][CH2:28][O:27][CH2:26][CH2:25]2)[C:5]2[N:11]=[CH:10][C:9]([C:12]3[CH:23]=[CH:22][C:15]([C:16]([NH:18][CH:19]4[CH2:21][CH2:20]4)=[O:17])=[CH:14][CH:13]=3)=[CH:8][C:6]=2[N:7]=1.[C:30]([O:34][C:35]([NH:37][C:38]1[N:43]=[CH:42][C:41](B(O)O)=[CH:40][N:39]=1)=[O:36])([CH3:33])([CH3:32])[CH3:31].P([O-])([O-])([O-])=O.[K+].[K+].[K+].CN(C=O)C. (5) Given the product [ClH:13].[Cl:13][CH2:9][C:6]1[CH:7]=[CH:8][N:4]([CH:1]([CH3:3])[CH3:2])[N:5]=1, predict the reactants needed to synthesize it. The reactants are: [CH:1]([N:4]1[CH:8]=[CH:7][C:6]([CH2:9]O)=[N:5]1)([CH3:3])[CH3:2].S(Cl)([Cl:13])=O. (6) Given the product [C:1]([O:4][C@H:5]1[CH2:10][CH2:9][CH2:8][C@@H:7]([NH:11][C:29]([C:15]2[C:14]([CH2:13][Cl:12])=[C:18]([C:19]3[CH:20]=[CH:21][C:22]([C:25]([F:28])([F:27])[F:26])=[CH:23][CH:24]=3)[O:17][N:16]=2)=[O:30])[CH2:6]1)(=[O:3])[CH3:2], predict the reactants needed to synthesize it. The reactants are: [C:1]([O:4][C@H:5]1[CH2:10][CH2:9][CH2:8][C@@H:7]([NH2:11])[CH2:6]1)(=[O:3])[CH3:2].[Cl:12][CH2:13][C:14]1[C:15]([C:29](Cl)=[O:30])=[N:16][O:17][C:18]=1[C:19]1[CH:24]=[CH:23][C:22]([C:25]([F:28])([F:27])[F:26])=[CH:21][CH:20]=1.C(N(CC)CC)C.